From a dataset of Forward reaction prediction with 1.9M reactions from USPTO patents (1976-2016). Predict the product of the given reaction. (1) Given the reactants [Cl:1][C:2]1[C:10]([C:11]([O:13]C)=[O:12])=[CH:9][CH:8]=[C:7]2[C:3]=1[CH:4]=[CH:5][NH:6]2.[Li+].[OH-], predict the reaction product. The product is: [Cl:1][C:2]1[C:10]([C:11]([OH:13])=[O:12])=[CH:9][CH:8]=[C:7]2[C:3]=1[CH:4]=[CH:5][NH:6]2. (2) Given the reactants FC(F)(F)C([O-])=O.[OH:8][N:9]1[C:14](=[O:15])[C:13]([C:16]([O:18]C)=[O:17])=[CH:12][C:11]([C:20]2[CH:25]=[CH:24][CH:23]=[CH:22][C:21]=2[NH3+:26])=[CH:10]1.[Cl:27][C:28]1[CH:33]=[CH:32][CH:31]=[CH:30][C:29]=1[CH2:34][N:35]=[C:36]=[O:37].[OH-].[K+], predict the reaction product. The product is: [Cl:27][C:28]1[CH:33]=[CH:32][CH:31]=[CH:30][C:29]=1[CH2:34][NH:35][C:36]([NH:26][C:21]1[CH:22]=[CH:23][CH:24]=[CH:25][C:20]=1[C:11]1[CH:12]=[C:13]([C:16]([OH:18])=[O:17])[C:14](=[O:15])[N:9]([OH:8])[CH:10]=1)=[O:37]. (3) Given the reactants [NH:1]1[CH2:6][CH2:5]OCC1.C(O[BH-](O[C:17](=O)[CH3:18])OC(=O)C)(=O)C.[Na+].[C:21](O)(=O)[CH3:22].Cl[CH:26](Cl)[CH3:27], predict the reaction product. The product is: [C:26]([C:6]1[CH:5]=[CH:22][CH:21]=[C:17]([CH3:18])[N:1]=1)#[CH:27]. (4) Given the reactants [CH3:1][C:2]1[C:3]([OH:11])=[N:4][CH:5]=[C:6]([N+:8]([O-:10])=[O:9])[CH:7]=1.[C:12]([O-])([O-])=O.[K+].[K+].CI, predict the reaction product. The product is: [CH3:12][N:4]1[CH:5]=[C:6]([N+:8]([O-:10])=[O:9])[CH:7]=[C:2]([CH3:1])[C:3]1=[O:11]. (5) Given the reactants [C:1](Cl)(=[O:6])[CH2:2][CH2:3][CH2:4][CH3:5].[F:8][C:9]([F:38])([F:37])[O:10][C:11]1[CH:36]=[CH:35][C:14]([CH2:15][C@:16]23[CH2:23][C@H:22]([NH2:24])[CH2:21][N:20]2[C:19](=[O:25])[N:18]([C:26]2[CH:31]=[C:30]([Cl:32])[N:29]=[C:28]([Cl:33])[CH:27]=2)[C:17]3=[O:34])=[CH:13][CH:12]=1.CCN(C(C)C)C(C)C, predict the reaction product. The product is: [F:38][C:9]([F:37])([F:8])[O:10][C:11]1[CH:36]=[CH:35][C:14]([CH2:15][C@:16]23[CH2:23][C@H:22]([NH:24][C:1](=[O:6])[CH2:2][CH2:3][CH2:4][CH3:5])[CH2:21][N:20]2[C:19](=[O:25])[N:18]([C:26]2[CH:31]=[C:30]([Cl:32])[N:29]=[C:28]([Cl:33])[CH:27]=2)[C:17]3=[O:34])=[CH:13][CH:12]=1.